This data is from NCI-60 drug combinations with 297,098 pairs across 59 cell lines. The task is: Regression. Given two drug SMILES strings and cell line genomic features, predict the synergy score measuring deviation from expected non-interaction effect. Drug 1: CN(C)N=NC1=C(NC=N1)C(=O)N. Drug 2: C1C(C(OC1N2C=NC(=NC2=O)N)CO)O. Cell line: U251. Synergy scores: CSS=5.59, Synergy_ZIP=-3.00, Synergy_Bliss=0.505, Synergy_Loewe=-2.16, Synergy_HSA=-0.162.